The task is: Predict the reactants needed to synthesize the given product.. This data is from Full USPTO retrosynthesis dataset with 1.9M reactions from patents (1976-2016). (1) Given the product [F:16][C:17]1[CH:24]=[CH:23][C:20]([CH2:21][C:2]2[N:7]=[C:6]([O:8][CH3:9])[C:5]([N+:10]([O-:12])=[O:11])=[C:4]([O:13][CH3:14])[N:3]=2)=[CH:19][CH:18]=1, predict the reactants needed to synthesize it. The reactants are: Cl[C:2]1[N:7]=[C:6]([O:8][CH3:9])[C:5]([N+:10]([O-:12])=[O:11])=[C:4]([O:13][CH3:14])[N:3]=1.[Cl-].[F:16][C:17]1[CH:24]=[CH:23][C:20]([CH2:21][Zn+])=[CH:19][CH:18]=1. (2) Given the product [NH2:8][C:6]1[CH:5]=[CH:4][C:3]([N:11]2[CH:16]=[CH:15][CH:14]=[CH:13][C:12]2=[O:17])=[C:2]([Cl:1])[CH:7]=1, predict the reactants needed to synthesize it. The reactants are: [Cl:1][C:2]1[CH:7]=[C:6]([N+:8]([O-])=O)[CH:5]=[CH:4][C:3]=1[N:11]1[CH:16]=[CH:15][CH:14]=[CH:13][C:12]1=[O:17].[NH4+].[Cl-]. (3) Given the product [CH3:1][CH:2]1[CH2:6][C:7]([C:8]2[CH:13]=[CH:12][CH:11]=[CH:10][CH:9]=2)=[N:17][NH:16][C:3]1=[O:4], predict the reactants needed to synthesize it. The reactants are: [CH3:1][CH:2]([CH2:6][C:7](=O)[C:8]1[CH:13]=[CH:12][CH:11]=[CH:10][CH:9]=1)[C:3](O)=[O:4].O.[NH2:16][NH2:17]. (4) Given the product [Cl:1][C:2]1[C:7]([N+:8]([O-:10])=[O:9])=[C:6]([NH:15][CH2:16][CH2:17][CH2:18][C:19]([O:21][CH2:22][CH3:23])=[O:20])[C:5]([CH3:12])=[C:4]([CH3:13])[N:3]=1, predict the reactants needed to synthesize it. The reactants are: [Cl:1][C:2]1[C:7]([N+:8]([O-:10])=[O:9])=[C:6](Cl)[C:5]([CH3:12])=[C:4]([CH3:13])[N:3]=1.Cl.[NH2:15][CH2:16][CH2:17][CH2:18][C:19]([O:21][CH2:22][CH3:23])=[O:20].C(N(CC)CC)C. (5) Given the product [CH:18]1([C:21]([N:23]2[CH2:28][CH2:27][CH:26]([N:1]3[CH2:6][CH2:5][CH:4]([N:7]4[C@@H:16]5[C@H:11]([CH2:12][CH2:13][CH2:14][CH2:15]5)[CH2:10][NH:9][C:8]4=[O:17])[CH2:3][CH2:2]3)[CH2:25][CH2:24]2)=[O:22])[CH2:19][CH2:20]1, predict the reactants needed to synthesize it. The reactants are: [NH:1]1[CH2:6][CH2:5][CH:4]([N:7]2[C@@H:16]3[C@H:11]([CH2:12][CH2:13][CH2:14][CH2:15]3)[CH2:10][NH:9][C:8]2=[O:17])[CH2:3][CH2:2]1.[CH:18]1([C:21]([N:23]2[CH2:28][CH2:27][C:26](=O)[CH2:25][CH2:24]2)=[O:22])[CH2:20][CH2:19]1.